From a dataset of Forward reaction prediction with 1.9M reactions from USPTO patents (1976-2016). Predict the product of the given reaction. (1) Given the reactants [Cl:1][C:2]1[CH:7]=[C:6]([Cl:8])[CH:5]=[CH:4][C:3]=1[CH:9](O)[C:10]1[N:14]([CH2:15][CH2:16][NH:17][C:18](=[O:24])[O:19][C:20]([CH3:23])([CH3:22])[CH3:21])[C:13]2[C:25]([N:29]([CH2:32][CH3:33])[CH2:30][CH3:31])=[CH:26][CH:27]=[CH:28][C:12]=2[N:11]=1.C1(P(C2C=CC=CC=2)C2C=CC=CC=2)C=CC=CC=1.N(C(OCC)=O)=NC(OCC)=O.C1(C)C=CC=CC=1, predict the reaction product. The product is: [Cl:1][C:2]1[CH:7]=[C:6]([Cl:8])[CH:5]=[CH:4][C:3]=1[CH:9]1[C:10]2=[N:11][C:12]3[CH:28]=[CH:27][CH:26]=[C:25]([N:29]([CH2:32][CH3:33])[CH2:30][CH3:31])[C:13]=3[N:14]2[CH2:15][CH2:16][N:17]1[C:18]([O:19][C:20]([CH3:23])([CH3:22])[CH3:21])=[O:24]. (2) Given the reactants [C:1]([C:3]1[CH:36]=[CH:35][CH:34]=[C:33](F)[C:4]=1[O:5][C:6]1[C:14]2[N:13]=[C:12]([C:15]3[CH:20]=[N:19][CH:18]=[CH:17][N:16]=3)[NH:11][C:10]=2[CH:9]=[C:8]([O:21][C:22]2[CH:23]=[N:24][C:25]([S:28]([CH2:31][CH3:32])(=[O:30])=[O:29])=[CH:26][CH:27]=2)[CH:7]=1)#[N:2].[F:38]C1C=C(F)C=CC=1C#N, predict the reaction product. The product is: [C:1]([C:3]1[CH:36]=[CH:35][C:34]([F:38])=[CH:33][C:4]=1[O:5][C:6]1[C:14]2[N:13]=[C:12]([C:15]3[CH:20]=[N:19][CH:18]=[CH:17][N:16]=3)[NH:11][C:10]=2[CH:9]=[C:8]([O:21][C:22]2[CH:23]=[N:24][C:25]([S:28]([CH2:31][CH3:32])(=[O:30])=[O:29])=[CH:26][CH:27]=2)[CH:7]=1)#[N:2]. (3) Given the reactants Br[C:2]1[C:3]([CH2:10][O:11][CH2:12][O:13][CH3:14])=[N:4][C:5]([O:8][CH3:9])=[CH:6][CH:7]=1.CC(C)([O-])C.[Na+].[CH2:21]([NH2:23])[CH3:22], predict the reaction product. The product is: [CH2:21]([NH:23][C:2]1[C:3]([CH2:10][O:11][CH2:12][O:13][CH3:14])=[N:4][C:5]([O:8][CH3:9])=[CH:6][CH:7]=1)[CH3:22]. (4) Given the reactants C(OC([N:8]1[CH2:15][CH:14]2[CH:10]([CH2:11][N:12]([CH2:16][C:17]3[S:25][C:24]4[C:23]([N:26]5[CH2:31][CH2:30][O:29][CH2:28][CH2:27]5)=[N:22][C:21]([Cl:32])=[N:20][C:19]=4[CH:18]=3)[CH2:13]2)[CH2:9]1)=O)(C)(C)C.C(O)(C(F)(F)F)=O, predict the reaction product. The product is: [Cl:32][C:21]1[N:22]=[C:23]([N:26]2[CH2:27][CH2:28][O:29][CH2:30][CH2:31]2)[C:24]2[S:25][C:17]([CH2:16][N:12]3[CH2:13][CH:14]4[CH:10]([CH2:9][NH:8][CH2:15]4)[CH2:11]3)=[CH:18][C:19]=2[N:20]=1. (5) Given the reactants [CH2:1]([N:3]([C:15]1[CH:20]=[CH:19][C:18]([C:21]([F:24])([F:23])[F:22])=[CH:17][C:16]=1[CH:25]=[O:26])[CH2:4][CH2:5][CH2:6][CH2:7][CH2:8][CH2:9][C:10]([O:12][CH2:13][CH3:14])=[O:11])[CH3:2].[BH4-].[Na+].[Cl-].[NH4+].C(OCC)(=O)C, predict the reaction product. The product is: [CH2:1]([N:3]([C:15]1[CH:20]=[CH:19][C:18]([C:21]([F:23])([F:22])[F:24])=[CH:17][C:16]=1[CH2:25][OH:26])[CH2:4][CH2:5][CH2:6][CH2:7][CH2:8][CH2:9][C:10]([O:12][CH2:13][CH3:14])=[O:11])[CH3:2]. (6) Given the reactants Br[C:2]1[CH:3]=[CH:4][C:5]([Cl:10])=[C:6]([CH:9]=1)[CH2:7]Br.[CH2:11]([NH:13][CH2:14][CH3:15])[CH3:12].[C:16](=[O:19])([O-])[O-].[K+].[K+], predict the reaction product. The product is: [Cl:10][C:5]1[CH:4]=[CH:3][C:2]([C:16]2([OH:19])[CH2:15][CH2:14][NH:13][CH2:11][CH2:12]2)=[CH:9][C:6]=1[CH2:7][N:13]([CH2:14][CH3:15])[CH2:11][CH3:12]. (7) The product is: [S:1]1[C:5]2[CH:6]=[CH:7][CH:8]=[CH:9][C:4]=2[N:3]=[C:2]1[C:10]1[C:11]([OH:13])=[N:28][C:27]([N:21]2[CH2:26][CH2:25][O:24][CH2:23][CH2:22]2)=[N:29][C:16]=1[OH:18]. Given the reactants [S:1]1[C:5]2[CH:6]=[CH:7][CH:8]=[CH:9][C:4]=2[N:3]=[C:2]1[CH:10]([C:16]([O:18]CC)=O)[C:11]([O:13]CC)=O.[N:21]1([C:27](=[NH:29])[NH2:28])[CH2:26][CH2:25][O:24][CH2:23][CH2:22]1, predict the reaction product. (8) Given the reactants Br[C:2]1[CH:33]=[CH:32][C:5]([C:6]([NH:8][CH2:9][CH:10]([CH3:31])[CH2:11][C:12]([NH:14][C:15]2[CH:16]=[C:17]3[C:22](=[CH:23][CH:24]=2)[N:21]([CH2:25][CH3:26])[C:20](=[O:27])[N:19]([CH2:28][CH3:29])[C:18]3=[O:30])=[O:13])=[O:7])=[CH:4][C:3]=1[Cl:34].[NH:35]1[CH2:40][CH2:39][O:38][CH2:37][CH2:36]1.C1(P(C2CCCCC2)C2C=CC=CC=2C2C(OC(C)C)=CC=CC=2OC(C)C)CCCCC1.CC(C)([O-])C.[K+], predict the reaction product. The product is: [Cl:34][C:3]1[CH:4]=[C:5]([CH:32]=[CH:33][C:2]=1[N:35]1[CH2:40][CH2:39][O:38][CH2:37][CH2:36]1)[C:6]([NH:8][CH2:9][CH:10]([CH3:31])[CH2:11][C:12]([NH:14][C:15]1[CH:16]=[C:17]2[C:22](=[CH:23][CH:24]=1)[N:21]([CH2:25][CH3:26])[C:20](=[O:27])[N:19]([CH2:28][CH3:29])[C:18]2=[O:30])=[O:13])=[O:7]. (9) Given the reactants Br[C:2]1[N:7]=[C:6]([NH2:8])[CH:5]=[CH:4][C:3]=1[F:9].[CH3:10][C:11]1(C)[C:15](C)(C)OB(C(C)=C)O1.P([O-])([O-])([O-])=O.[K+].[K+].[K+].O, predict the reaction product. The product is: [F:9][C:3]1[CH:4]=[CH:5][C:6]([NH2:8])=[N:7][C:2]=1[C:11]([CH3:15])=[CH2:10].